Dataset: Catalyst prediction with 721,799 reactions and 888 catalyst types from USPTO. Task: Predict which catalyst facilitates the given reaction. (1) Reactant: [CH3:1][C:2]1([CH3:9])[CH2:7][CH2:6][C:5](=[O:8])[CH:4]=[CH:3]1.[OH:10]O.[OH-].[Na+].O. Product: [CH3:1][C:2]1([CH3:9])[CH:7]2[CH:6]([O:10]2)[C:5](=[O:8])[CH2:4][CH2:3]1. The catalyst class is: 5. (2) Product: [F:19][C:20]1[CH:21]=[CH:22][C:23]([O:26][CH2:27][CH2:28][C:29]([N:4]2[CH2:5][CH2:6][N:1]([C:7]3[CH:14]=[CH:13][CH:12]=[C:11]([C:15]([F:16])([F:18])[F:17])[C:8]=3[C:9]#[N:10])[CH2:2][CH2:3]2)=[O:30])=[CH:24][CH:25]=1. The catalyst class is: 3. Reactant: [N:1]1([C:7]2[CH:14]=[CH:13][CH:12]=[C:11]([C:15]([F:18])([F:17])[F:16])[C:8]=2[C:9]#[N:10])[CH2:6][CH2:5][NH:4][CH2:3][CH2:2]1.[F:19][C:20]1[CH:25]=[CH:24][C:23]([O:26][CH2:27][CH2:28][C:29](O)=[O:30])=[CH:22][CH:21]=1.CCN(C(C)C)C(C)C.CN(C(ON1N=NC2C=CC=NC1=2)=[N+](C)C)C.F[P-](F)(F)(F)(F)F. (3) Reactant: [F:1][C:2]1[CH:3]=[CH:4][C:5]([NH:8][NH2:9])=[N:6][CH:7]=1.CCN(C(C)C)C(C)C.[CH2:19]([N:22]([CH2:26][CH:27]=[CH2:28])[C:23](Cl)=[O:24])[CH:20]=[CH2:21]. Product: [F:1][C:2]1[CH:3]=[CH:4][C:5]([NH:8][NH:9][C:23]([N:22]([CH2:26][CH:27]=[CH2:28])[CH2:19][CH:20]=[CH2:21])=[O:24])=[N:6][CH:7]=1. The catalyst class is: 61. (4) Reactant: [F:1][C:2]1[CH:7]=[CH:6][C:5]([C:8]2[CH2:12][CH2:11][CH:10]([N:13]3C(=O)C4C(=CC=CC=4)C3=O)[CH:9]=2)=[CH:4][CH:3]=1.O.NN. Product: [F:1][C:2]1[CH:3]=[CH:4][C:5]([C:8]2[CH2:12][CH2:11][CH:10]([NH2:13])[CH:9]=2)=[CH:6][CH:7]=1. The catalyst class is: 8. (5) Reactant: Br[C:2]1[CH:3]=[N:4][CH:5]=[C:6]([C:8]#[C:9][CH3:10])[CH:7]=1.[B:11](OC(C)C)([O:16]C(C)C)[O:12]C(C)C.[Li]CCCC.Cl.[OH-].[Na+]. Product: [C:8]([C:6]1[CH:7]=[C:2]([B:11]([OH:16])[OH:12])[CH:3]=[N:4][CH:5]=1)#[C:9][CH3:10]. The catalyst class is: 182. (6) Product: [NH:11]1[CH2:14][CH:13]([C:15]2[O:19][C:18]([CH:20]3[CH:25]([C:26]4[CH:31]=[CH:30][CH:29]=[CH:28][CH:27]=4)[CH2:24][CH2:23][CH2:22][N:21]3[C:32]([O:34][C:35]([CH3:38])([CH3:37])[CH3:36])=[O:33])=[N:17][N:16]=2)[CH2:12]1. Reactant: C(OC([N:11]1[CH2:14][CH:13]([C:15]2[O:19][C:18]([CH:20]3[CH:25]([C:26]4[CH:31]=[CH:30][CH:29]=[CH:28][CH:27]=4)[CH2:24][CH2:23][CH2:22][N:21]3[C:32]([O:34][C:35]([CH3:38])([CH3:37])[CH3:36])=[O:33])=[N:17][N:16]=2)[CH2:12]1)=O)C1C=CC=CC=1.[H][H]. The catalyst class is: 29.